Dataset: Full USPTO retrosynthesis dataset with 1.9M reactions from patents (1976-2016). Task: Predict the reactants needed to synthesize the given product. (1) Given the product [CH:14]1([C:12]([C:6]2[CH:7]=[N:8][C:9]3[C:4]([C:5]=2[NH:17][C:18]2[CH:19]=[CH:20][C:21]([CH2:24][N:25]4[CH2:26][CH2:27][CH2:28][CH2:29]4)=[CH:22][CH:23]=2)=[CH:3][C:2]([C:35]2[CH:36]=[C:31]([Cl:30])[C:32]([OH:47])=[C:33]([Cl:46])[CH:34]=2)=[CH:11][CH:10]=3)=[O:13])[CH2:16][CH2:15]1, predict the reactants needed to synthesize it. The reactants are: Br[C:2]1[CH:3]=[C:4]2[C:9](=[CH:10][CH:11]=1)[N:8]=[CH:7][C:6]([C:12]([CH:14]1[CH2:16][CH2:15]1)=[O:13])=[C:5]2[NH:17][C:18]1[CH:23]=[CH:22][C:21]([CH2:24][N:25]2[CH2:29][CH2:28][CH2:27][CH2:26]2)=[CH:20][CH:19]=1.[Cl:30][C:31]1[CH:36]=[C:35](B2OC(C)(C)C(C)(C)O2)[CH:34]=[C:33]([Cl:46])[C:32]=1[OH:47]. (2) Given the product [NH2:1][C:2]1[CH:3]=[CH:4][C:5]2[O:18][C:8]3([C:16]4[C:11](=[N:12][CH:13]=[CH:14][CH:15]=4)[NH:10][C:9]3=[O:17])[CH2:7][C:6]=2[CH:20]=1, predict the reactants needed to synthesize it. The reactants are: [NH2:1][C:2]1[CH:3]=[CH:4][C:5]2[O:18][C:8]3([C:16]4[C:11](=[N:12][CH:13]=[CH:14][CH:15]=4)[NH:10][C:9]3=[O:17])[C:7](=O)[C:6]=2[CH:20]=1.CS(O)(=O)=O.